From a dataset of Full USPTO retrosynthesis dataset with 1.9M reactions from patents (1976-2016). Predict the reactants needed to synthesize the given product. (1) Given the product [Br:1][C:2]1[CH:3]=[CH:4][C:5]2[C:11]3[S:12][C:13]([C:15]([N:17]([C:18]4[CH:23]=[CH:22][C:21]([C:24](=[O:28])[N:25]([CH3:27])[CH3:26])=[CH:20][C:19]=4[Cl:29])[CH3:31])=[O:16])=[CH:14][C:10]=3[CH2:9][CH2:8][O:7][C:6]=2[CH:30]=1, predict the reactants needed to synthesize it. The reactants are: [Br:1][C:2]1[CH:3]=[CH:4][C:5]2[C:11]3[S:12][C:13]([C:15]([NH:17][C:18]4[CH:23]=[CH:22][C:21]([C:24](=[O:28])[N:25]([CH3:27])[CH3:26])=[CH:20][C:19]=4[Cl:29])=[O:16])=[CH:14][C:10]=3[CH2:9][CH2:8][O:7][C:6]=2[CH:30]=1.[C:31]([O-])([O-])=O.[Cs+].[Cs+].CI. (2) Given the product [F:8][C:5]1[CH:6]=[CH:7][C:2]([F:1])=[C:3]2[C:4]=1[CH:14]=[C:12]([C:11]([O:16][CH2:17][CH3:18])=[O:15])[NH:9]2, predict the reactants needed to synthesize it. The reactants are: [F:1][C:2]1[CH:7]=[CH:6][C:5]([F:8])=[CH:4][C:3]=1[NH:9]N.[C:11]([O:16][CH2:17][CH3:18])(=[O:15])[C:12]([CH3:14])=O. (3) Given the product [CH2:7]([S:9][C:10]1[CH:11]=[CH:15][CH:16]=[CH:17][C:1]=1[C:2]([Cl:4])=[O:3])[CH3:8], predict the reactants needed to synthesize it. The reactants are: [C:1](Cl)(=O)[C:2]([Cl:4])=[O:3].[CH2:7]([S:9][C:10]1C=[CH:17][CH:16]=[CH:15][C:11]=1C(O)=O)[CH3:8].CN(C=O)C. (4) Given the product [Cl:27][C:28]1[CH:37]=[C:36]2[C:31]([C:32]([N:38]3[CH2:43][CH2:42][N:41]([C:8](=[N:9][C:10]#[N:11])[NH:24][C:23]4[CH:25]=[CH:26][C:20]([F:19])=[CH:21][CH:22]=4)[CH2:40][CH2:39]3)=[CH:33][CH:34]=[N:35]2)=[CH:30][CH:29]=1, predict the reactants needed to synthesize it. The reactants are: C1C=CC(O[C:8](OC2C=CC=CC=2)=[N:9][C:10]#[N:11])=CC=1.[F:19][C:20]1[CH:26]=[CH:25][C:23]([NH2:24])=[CH:22][CH:21]=1.[Cl:27][C:28]1[CH:37]=[C:36]2[C:31]([C:32]([N:38]3[CH2:43][CH2:42][NH:41][CH2:40][CH2:39]3)=[CH:33][CH:34]=[N:35]2)=[CH:30][CH:29]=1. (5) Given the product [CH:1]12[CH2:16][CH2:15][CH:5]([O:6][N:7]1[C:8]([O:10][C:11]([CH3:12])([CH3:14])[CH3:13])=[O:9])[CH2:4][CH2:3][CH2:2]2, predict the reactants needed to synthesize it. The reactants are: [CH:1]12[CH:16]=[CH:15][CH:5]([O:6][N:7]1[C:8]([O:10][C:11]([CH3:14])([CH3:13])[CH3:12])=[O:9])[CH2:4][CH2:3][CH2:2]2.[H][H]. (6) Given the product [Br:1][C:2]1[C:3]2[C:8]([C:9]([C:16]3[CH:21]=[CH:20][C:19]([CH:22]=[CH:24][C:25]4[CH:30]=[CH:29][CH:28]=[CH:27][CH:26]=4)=[CH:18][CH:17]=3)=[C:10]3[C:15]=1[CH:14]=[CH:13][CH:12]=[CH:11]3)=[CH:7][CH:6]=[CH:5][CH:4]=2, predict the reactants needed to synthesize it. The reactants are: [Br:1][C:2]1[C:3]2[C:8]([C:9]([C:16]3[CH:21]=[CH:20][C:19]([CH:22]=O)=[CH:18][CH:17]=3)=[C:10]3[C:15]=1[CH:14]=[CH:13][CH:12]=[CH:11]3)=[CH:7][CH:6]=[CH:5][CH:4]=2.[CH2:24](P(=O)(OCC)OCC)[C:25]1[CH:30]=[CH:29][CH:28]=[CH:27][CH:26]=1.CS(C)=O.CC(C)([O-])C.[K+]. (7) Given the product [CH2:40]([O:47][C:48]1[CH:57]=[C:56]2[C:51]([C:52]([O:58][C:59]3[CH:64]=[CH:63][C:62]([N:7]([C:1]4[CH:2]=[CH:3][CH:4]=[CH:5][CH:6]=4)[C:8]([C:10]4([C:13]([NH2:17])=[O:15])[CH2:11][CH2:12]4)=[O:9])=[CH:61][C:60]=3[F:66])=[CH:53][CH:54]=[N:55]2)=[CH:50][CH:49]=1)[C:41]1[CH:42]=[CH:43][CH:44]=[CH:45][CH:46]=1, predict the reactants needed to synthesize it. The reactants are: [C:1]1([NH:7][C:8]([C:10]2([C:13]([OH:15])=O)[CH2:12][CH2:11]2)=[O:9])[CH:6]=[CH:5][CH:4]=[CH:3][CH:2]=1.C[N:17](C(ON1N=NC2C=CC=NC1=2)=[N+](C)C)C.F[P-](F)(F)(F)(F)F.[CH2:40]([O:47][C:48]1[CH:57]=[C:56]2[C:51]([C:52]([O:58][C:59]3[CH:64]=[CH:63][C:62](N)=[CH:61][C:60]=3[F:66])=[CH:53][CH:54]=[N:55]2)=[CH:50][CH:49]=1)[C:41]1[CH:46]=[CH:45][CH:44]=[CH:43][CH:42]=1.CCN(CC)CC. (8) Given the product [CH2:14]([C@H:2]1[C@@H:21]2[C:20](=[O:16])[C@H:19]([CH:18]=[CH:17]2)[N:5]([O:6][CH2:7][C:8]2[CH:13]=[CH:12][CH:11]=[CH:10][CH:9]=2)[C:3]1=[O:4])[CH3:15], predict the reactants needed to synthesize it. The reactants are: Br[CH:2]([CH2:14][CH3:15])[C:3]([NH:5][O:6][CH2:7][C:8]1[CH:13]=[CH:12][CH:11]=[CH:10][CH:9]=1)=[O:4].[O:16]1[CH:20]=[CH:19][CH:18]=[CH:17]1.[C:21](OCC)(=O)C. (9) Given the product [CH3:17][N:18]([CH3:23])[S:19]([N:5]1[CH:6]=[CH:7][C:3]([C:2]([F:9])([F:8])[F:1])=[N:4]1)(=[O:21])=[O:20], predict the reactants needed to synthesize it. The reactants are: [F:1][C:2]([F:9])([F:8])[C:3]1[CH:7]=[CH:6][NH:5][N:4]=1.C(N(CC)CC)C.[CH3:17][N:18]([CH3:23])[S:19](Cl)(=[O:21])=[O:20].